From a dataset of Full USPTO retrosynthesis dataset with 1.9M reactions from patents (1976-2016). Predict the reactants needed to synthesize the given product. (1) The reactants are: C([O:5][C:6](=[O:42])[CH2:7][CH2:8][C@H:9]([NH:13][C:14]([C:16]1[CH:20]=[C:19]([O:21][CH2:22][C:23]([N:25]2[CH2:29][CH2:28][CH2:27][C@H:26]2[C:30](=[O:35])[NH:31][CH2:32][CH2:33][F:34])=[O:24])[N:18]([C:36]2[CH:41]=[CH:40][CH:39]=[CH:38][CH:37]=2)[N:17]=1)=[O:15])[C:10](O)=[O:11])(C)(C)C.CCN(C(C)C)C(C)C.CN(C(ON1N=NC2C=CC=NC1=2)=[N+](C)C)C.F[P-](F)(F)(F)(F)F.[CH2:76]([O:78][C:79]([N:81]1[CH2:86][CH2:85][NH:84][CH2:83][C@H:82]1[CH3:87])=[O:80])[CH3:77]. Given the product [CH2:76]([O:78][C:79]([N:81]1[CH2:86][CH2:85][N:84]([C:10](=[O:11])[C@@H:9]([NH:13][C:14]([C:16]2[CH:20]=[C:19]([O:21][CH2:22][C:23]([N:25]3[CH2:29][CH2:28][CH2:27][C@H:26]3[C:30](=[O:35])[NH:31][CH2:32][CH2:33][F:34])=[O:24])[N:18]([C:36]3[CH:41]=[CH:40][CH:39]=[CH:38][CH:37]=3)[N:17]=2)=[O:15])[CH2:8][CH2:7][C:6]([OH:42])=[O:5])[CH2:83][C@H:82]1[CH3:87])=[O:80])[CH3:77], predict the reactants needed to synthesize it. (2) Given the product [F:80][C:74]1[C:75]([F:79])=[CH:76][CH:77]=[CH:78][C:73]=1[CH2:72][S:71][C:52]1[N:51]=[C:50]([NH:8][S:5]([N:1]2[CH2:4][CH2:3][CH2:2]2)(=[O:7])=[O:6])[CH:55]=[C:54]([O:56][C@H:57]([CH2:67][O:68][CH2:69][CH3:70])[CH2:58][O:59][Si:60]([C:63]([CH3:64])([CH3:65])[CH3:66])([CH3:61])[CH3:62])[N:53]=1, predict the reactants needed to synthesize it. The reactants are: [N:1]1([S:5]([NH2:8])(=[O:7])=[O:6])[CH2:4][CH2:3][CH2:2]1.C1(P(C2CCCCC2)C2C=CC=CC=2C2C(C(C)C)=CC(C(C)C)=CC=2C(C)C)CCCCC1.C(=O)([O-])[O-].[Cs+].[Cs+].Cl[C:50]1[CH:55]=[C:54]([O:56][C@H:57]([CH2:67][O:68][CH2:69][CH3:70])[CH2:58][O:59][Si:60]([C:63]([CH3:66])([CH3:65])[CH3:64])([CH3:62])[CH3:61])[N:53]=[C:52]([S:71][CH2:72][C:73]2[CH:78]=[CH:77][CH:76]=[C:75]([F:79])[C:74]=2[F:80])[N:51]=1. (3) Given the product [CH3:1][C@H:2]([NH:7][C:8]([C:10]1[C:18]2[C:13](=[N:14][CH:15]=[C:16]([C:32]3[C:31]4[C:35](=[CH:36][CH:37]=[C:29]([Cl:28])[CH:30]=4)[N:34]([CH3:38])[N:33]=3)[N:17]=2)[N:12]([CH2:20][O:21][CH2:22][CH2:23][Si:24]([CH3:27])([CH3:26])[CH3:25])[CH:11]=1)=[O:9])[C:3]([CH3:6])([CH3:5])[CH3:4], predict the reactants needed to synthesize it. The reactants are: [CH3:1][C@H:2]([NH:7][C:8]([C:10]1[C:18]2[C:13](=[N:14][CH:15]=[C:16](Br)[N:17]=2)[N:12]([CH2:20][O:21][CH2:22][CH2:23][Si:24]([CH3:27])([CH3:26])[CH3:25])[CH:11]=1)=[O:9])[C:3]([CH3:6])([CH3:5])[CH3:4].[Cl:28][C:29]1[CH:30]=[C:31]2[C:35](=[CH:36][CH:37]=1)[N:34]([CH3:38])[N:33]=[C:32]2[Sn](CCCC)(CCCC)CCCC. (4) Given the product [C:25]([C:29]1[CH:30]=[CH:31][C:32]([NH:33][C:11](=[O:13])[C:10]2[CH:9]=[CH:8][C:7]([C:2]3[CH:3]=[CH:4][CH:5]=[CH:6][N:1]=3)=[CH:15][CH:14]=2)=[CH:34][CH:35]=1)([CH3:28])([CH3:26])[CH3:27], predict the reactants needed to synthesize it. The reactants are: [N:1]1[CH:6]=[CH:5][CH:4]=[CH:3][C:2]=1[C:7]1[CH:15]=[CH:14][C:10]([C:11]([OH:13])=O)=[CH:9][CH:8]=1.CCN(C(C)C)C(C)C.[C:25]([C:29]1[CH:35]=[CH:34][C:32]([NH2:33])=[CH:31][CH:30]=1)([CH3:28])([CH3:27])[CH3:26]. (5) Given the product [F:22][C:23]1[CH:24]=[CH:25][C:26]([CH2:29][O:30][C:31]2[CH:36]=[CH:35][N:34]([C:2]3[CH:3]=[CH:4][C:5]4[S:13][C:12]5[CH2:11][CH2:10][N:9]([C:14]([O:16][C:17]([CH3:20])([CH3:19])[CH3:18])=[O:15])[CH2:8][C:7]=5[C:6]=4[CH:21]=3)[C:33](=[O:37])[CH:32]=2)=[N:27][CH:28]=1, predict the reactants needed to synthesize it. The reactants are: Br[C:2]1[CH:3]=[CH:4][C:5]2[S:13][C:12]3[CH2:11][CH2:10][N:9]([C:14]([O:16][C:17]([CH3:20])([CH3:19])[CH3:18])=[O:15])[CH2:8][C:7]=3[C:6]=2[CH:21]=1.[F:22][C:23]1[CH:24]=[CH:25][C:26]([CH2:29][O:30][C:31]2[CH:36]=[CH:35][NH:34][C:33](=[O:37])[CH:32]=2)=[N:27][CH:28]=1. (6) Given the product [N:1]1([CH2:6][C:8]2[CH:27]=[CH:26][C:11]([CH2:12][N:13]3[C:21]4[CH2:20][CH2:19][CH2:18][CH2:17][C:16]=4[C:15]([CH2:22][OH:23])=[N:14]3)=[CH:10][CH:9]=2)[CH2:2][CH2:3][CH2:4][CH2:5]1, predict the reactants needed to synthesize it. The reactants are: [N:1]1([C:6]([C:8]2[CH:27]=[CH:26][C:11]([CH2:12][N:13]3[C:21]4[CH2:20][CH2:19][CH2:18][CH2:17][C:16]=4[C:15]([C:22](OC)=[O:23])=[N:14]3)=[CH:10][CH:9]=2)=O)[CH2:5][CH2:4][CH2:3][CH2:2]1.[H-].[Al+3].[Li+].[H-].[H-].[H-].O.O.O.O.O.O.O.O.O.O.S([O-])([O-])(=O)=O.[Na+].[Na+]. (7) Given the product [Cl:36][C:37]1[CH:42]=[CH:41][C:40]([C:43]2[CH2:48][CH2:47][N:46]([CH2:2][C:3]3[CH:12]=[N:11][C:10]4[N:9]5[CH2:13][CH2:14][CH2:15][CH2:16][C@H:8]5[C:7](=[O:17])[NH:6][C:5]=4[CH:4]=3)[CH2:45][CH:44]=2)=[CH:39][CH:38]=1, predict the reactants needed to synthesize it. The reactants are: O[CH2:2][C:3]1[CH:12]=[N:11][C:10]2[N:9]3[CH2:13][CH2:14][CH2:15][CH2:16][C@H:8]3[C:7](=[O:17])[NH:6][C:5]=2[CH:4]=1.[I-].C(C[P+](C)(C)C)#N.C(N(C(C)C)C(C)C)C.Cl.[Cl:36][C:37]1[CH:42]=[CH:41][C:40]([C:43]2[CH2:44][CH2:45][NH:46][CH2:47][CH:48]=2)=[CH:39][CH:38]=1.